Dataset: Forward reaction prediction with 1.9M reactions from USPTO patents (1976-2016). Task: Predict the product of the given reaction. The product is: [F:26][C:27]1[CH:35]=[CH:34][C:30]([C:31]([NH:1][CH2:2][CH2:3][C:4]2[CH:5]=[CH:6][C:7]([C:10]3[CH:15]=[CH:14][C:13]([CH:16]([CH3:25])[CH2:17][NH:18][S:19]([CH:22]([CH3:24])[CH3:23])(=[O:21])=[O:20])=[CH:12][CH:11]=3)=[CH:8][CH:9]=2)=[O:32])=[CH:29][CH:28]=1. Given the reactants [NH2:1][CH2:2][CH2:3][C:4]1[CH:9]=[CH:8][C:7]([C:10]2[CH:15]=[CH:14][C:13]([CH:16]([CH3:25])[CH2:17][NH:18][S:19]([CH:22]([CH3:24])[CH3:23])(=[O:21])=[O:20])=[CH:12][CH:11]=2)=[CH:6][CH:5]=1.[F:26][C:27]1[CH:35]=[CH:34][C:30]([C:31](Cl)=[O:32])=[CH:29][CH:28]=1, predict the reaction product.